This data is from TCR-epitope binding with 47,182 pairs between 192 epitopes and 23,139 TCRs. The task is: Binary Classification. Given a T-cell receptor sequence (or CDR3 region) and an epitope sequence, predict whether binding occurs between them. (1) The epitope is HTTDPSFLGRY. The TCR CDR3 sequence is CASSLATGGILGREQFF. Result: 1 (the TCR binds to the epitope). (2) The epitope is KLSYGIATV. The TCR CDR3 sequence is CASSQEPGLAAYEQYF. Result: 1 (the TCR binds to the epitope). (3) The epitope is KPLEFGATSAAL. The TCR CDR3 sequence is CASSLVPGSYNEQFF. Result: 1 (the TCR binds to the epitope). (4) The epitope is WICLLQFAY. The TCR CDR3 sequence is CASLWEAPRKETQYF. Result: 0 (the TCR does not bind to the epitope). (5) The epitope is LLALHRSYL. The TCR CDR3 sequence is CASSDPPTGVTDTQYF. Result: 1 (the TCR binds to the epitope). (6) The epitope is RAKFKQLL. The TCR CDR3 sequence is CATKRTGTDTQYF. Result: 1 (the TCR binds to the epitope). (7) The epitope is HSKKKCDEL. The TCR CDR3 sequence is CSVGAAGTNEKLFF. Result: 0 (the TCR does not bind to the epitope). (8) The epitope is LEPLVDLPI. The TCR CDR3 sequence is CSVELIAPHEQFF. Result: 1 (the TCR binds to the epitope). (9) The epitope is VTEHDTLLY. The TCR CDR3 sequence is CASSQVLTSSQETQYF. Result: 0 (the TCR does not bind to the epitope).